From a dataset of Catalyst prediction with 721,799 reactions and 888 catalyst types from USPTO. Predict which catalyst facilitates the given reaction. (1) Reactant: [Br:1][C:2]1[CH:3]=[C:4]([C:10]#[C:11][C:12]2[CH:17]=[CH:16][C:15]([C:18]3([NH:22][C:23](=[O:29])[O:24][C:25]([CH3:28])([CH3:27])[CH3:26])[CH2:21][CH2:20][CH2:19]3)=[CH:14][CH:13]=2)[C:5]([O:8]C)=[N:6][CH:7]=1.[I:30]Cl. Product: [Br:1][C:2]1[CH:3]=[C:4]2[C:10]([I:30])=[C:11]([C:12]3[CH:17]=[CH:16][C:15]([C:18]4([NH:22][C:23](=[O:29])[O:24][C:25]([CH3:27])([CH3:28])[CH3:26])[CH2:21][CH2:20][CH2:19]4)=[CH:14][CH:13]=3)[O:8][C:5]2=[N:6][CH:7]=1. The catalyst class is: 2. (2) Reactant: I[C:2]1[CH:14]=[CH:13][C:5]([C:6]([N:8]([CH2:11][CH3:12])[CH2:9][CH3:10])=[O:7])=[CH:4][CH:3]=1.C([Mg]Cl)(C)C.[CH:20]([C:22]1[CH:31]=[CH:30][C:25]([C:26]([O:28][CH3:29])=[O:27])=[CH:24][CH:23]=1)=[O:21].[Cl-].[NH4+]. Product: [CH2:9]([N:8]([CH2:11][CH3:12])[C:6]([C:5]1[CH:13]=[CH:14][C:2]([CH:20]([OH:21])[C:22]2[CH:23]=[CH:24][C:25]([C:26]([O:28][CH3:29])=[O:27])=[CH:30][CH:31]=2)=[CH:3][CH:4]=1)=[O:7])[CH3:10]. The catalyst class is: 1.